Dataset: Forward reaction prediction with 1.9M reactions from USPTO patents (1976-2016). Task: Predict the product of the given reaction. (1) Given the reactants [F:1][C:2]1[C:3]([NH:28][CH:29]([C:33]([CH3:36])([CH3:35])[CH3:34])[CH2:30]C=O)=[N:4][C:5]([C:8]2[C:16]3[C:11](=[N:12][CH:13]=[C:14]([F:17])[CH:15]=3)[N:10]([S:18]([C:21]3[CH:27]=[CH:26][C:24]([CH3:25])=[CH:23][CH:22]=3)(=[O:20])=[O:19])[CH:9]=2)=[N:6][CH:7]=1.C1(P(C2C=CC=CC=2)(C2C=CC=CC=2)=[CH:44][C:45]([O:47][CH3:48])=[O:46])C=CC=CC=1.[C:61]1(C)C=CC=CC=1, predict the reaction product. The product is: [F:1][C:2]1[C:3]([NH:28][CH:29]([C:33]([CH3:36])([CH3:34])[CH3:35])[CH2:30][CH:61]=[CH:44][C:45]([O:47][CH3:48])=[O:46])=[N:4][C:5]([C:8]2[C:16]3[C:11](=[N:12][CH:13]=[C:14]([F:17])[CH:15]=3)[N:10]([S:18]([C:21]3[CH:22]=[CH:23][C:24]([CH3:25])=[CH:26][CH:27]=3)(=[O:19])=[O:20])[CH:9]=2)=[N:6][CH:7]=1. (2) Given the reactants [Cl:1][C:2]1[C:7]([Cl:8])=[C:6]([C:9]2[S:13][C:12]([C:14]3[O:15][C:16]([CH2:19][C:20]([OH:23])([CH3:22])[CH3:21])=[N:17][N:18]=3)=[N:11][C:10]=2[CH2:24][OH:25])[CH:5]=[CH:4][C:3]=1[S:26]([NH:29][C@@H:30]([CH3:35])[C:31]([F:34])([F:33])[F:32])(=[O:28])=[O:27].CC1(C)N([O])C(C)(C)CCC1.C(O)(=[O:49])C.C(O)(=O)C.IC1C=CC=CC=1.CC#N, predict the reaction product. The product is: [Cl:8][C:7]1[C:2]([Cl:1])=[C:3]([S:26](=[O:28])(=[O:27])[NH:29][C@@H:30]([CH3:35])[C:31]([F:32])([F:33])[F:34])[CH:4]=[CH:5][C:6]=1[C:9]1[S:13][C:12]([C:14]2[O:15][C:16]([CH2:19][C:20]([OH:23])([CH3:22])[CH3:21])=[N:17][N:18]=2)=[N:11][C:10]=1[C:24]([OH:49])=[O:25]. (3) Given the reactants O1CCCCC1[O:7][CH2:8][C:9]([CH3:34])([CH3:33])[CH2:10][CH2:11][CH2:12][CH:13]([OH:32])[CH2:14][CH2:15][CH:16](O)[CH2:17][CH2:18][CH2:19][C:20]([CH3:30])([CH3:29])[CH2:21][O:22]C1CCCCO1.O.C1(C)C=CC(S(O)(=O)=O)=CC=1.O, predict the reaction product. The product is: [OH:7][CH2:8][C:9]([CH3:34])([CH3:33])[CH2:10][CH2:11][CH2:12][CH:13]1[O:32][CH:16]([CH2:17][CH2:18][CH2:19][C:20]([CH3:30])([CH3:29])[CH2:21][OH:22])[CH2:15][CH2:14]1. (4) Given the reactants [NH2:1][C:2]1[C:11]2[N:12]=[C:13]([CH2:25][O:26][CH2:27][CH3:28])[N:14]([NH:15][CH2:16][CH2:17][CH2:18][NH:19][C:20]([NH:22][CH2:23][CH3:24])=[O:21])[C:10]=2[C:9]2[CH:8]=[CH:7][CH:6]=[CH:5][C:4]=2[N:3]=1.[OH-].[Na+], predict the reaction product. The product is: [NH2:1][C:2]1[C:11]2[N:12]=[C:13]([CH2:25][O:26][CH2:27][CH3:28])[N:14]([NH:15][CH2:16][CH2:17][CH2:18][NH:19][C:20]([NH:22][CH2:23][CH3:24])=[O:21])[C:10]=2[C:9]2[CH2:8][CH2:7][CH2:6][CH2:5][C:4]=2[N:3]=1.